Dataset: Full USPTO retrosynthesis dataset with 1.9M reactions from patents (1976-2016). Task: Predict the reactants needed to synthesize the given product. (1) Given the product [F:1][C:2]1[CH:3]=[CH:4][C:5]([C:8](=[O:17])[C:9]([C:10]2[CH:15]=[CH:14][N:13]=[C:12]([F:16])[CH:11]=2)=[N:18][OH:19])=[CH:6][CH:7]=1, predict the reactants needed to synthesize it. The reactants are: [F:1][C:2]1[CH:7]=[CH:6][C:5]([C:8](=[O:17])[CH2:9][C:10]2[CH:15]=[CH:14][N:13]=[C:12]([F:16])[CH:11]=2)=[CH:4][CH:3]=1.[N:18]([O-])=[O:19].[Na+]. (2) Given the product [O:28]1[C:32]2[CH:33]=[CH:34][CH:35]=[CH:36][C:31]=2[C:30]([NH:37][C:38]([N:40]2[CH2:45][CH2:44][N:43]([C:2]3[S:6][N:5]=[C:4]([N:7]4[CH2:12][CH2:11][CH:10]([NH:13][C:14](=[O:20])[O:15][C:16]([CH3:19])([CH3:18])[CH3:17])[CH2:9][CH2:8]4)[N:3]=3)[CH2:42][CH2:41]2)=[O:39])=[N:29]1, predict the reactants needed to synthesize it. The reactants are: Cl[C:2]1[S:6][N:5]=[C:4]([N:7]2[CH2:12][CH2:11][CH:10]([NH:13][C:14](=[O:20])[O:15][C:16]([CH3:19])([CH3:18])[CH3:17])[CH2:9][CH2:8]2)[N:3]=1.FC(F)(F)C(O)=O.[O:28]1[C:32]2[CH:33]=[CH:34][CH:35]=[CH:36][C:31]=2[C:30]([NH:37][C:38]([N:40]2[CH2:45][CH2:44][NH:43][CH2:42][CH2:41]2)=[O:39])=[N:29]1.C(N(CC)CC)C.O. (3) Given the product [F:16][C:3]1[C:2]([NH:1][N:18]=[C:24]2[N:28]=[CH:27][CH2:26][S:25]2)=[CH:15][C:6]2[N:7]([CH2:12][C:13]#[CH:14])[C:8](=[O:11])[CH2:9][O:10][C:5]=2[CH:4]=1, predict the reactants needed to synthesize it. The reactants are: [NH2:1][C:2]1[C:3]([F:16])=[CH:4][C:5]2[O:10][CH2:9][C:8](=[O:11])[N:7]([CH2:12][C:13]#[CH:14])[C:6]=2[CH:15]=1.O.[N:18]([O-])=O.[Na+].CS[C:24]1[S:25][CH2:26][CH2:27][N:28]=1. (4) Given the product [CH2:18]([NH:25][C:26]([NH:13][CH2:12][CH:8]1[O:9][CH2:10][CH2:11][N:6]([CH2:5][C:4]2[CH:14]=[CH:15][C:16]([Cl:17])=[C:2]([Cl:1])[CH:3]=2)[CH2:7]1)=[O:27])[C:19]1[CH:24]=[CH:23][CH:22]=[CH:21][CH:20]=1, predict the reactants needed to synthesize it. The reactants are: [Cl:1][C:2]1[CH:3]=[C:4]([CH:14]=[CH:15][C:16]=1[Cl:17])[CH2:5][N:6]1[CH2:11][CH2:10][O:9][CH:8]([CH2:12][NH2:13])[CH2:7]1.[CH2:18]([N:25]=[C:26]=[O:27])[C:19]1[CH:24]=[CH:23][CH:22]=[CH:21][CH:20]=1. (5) The reactants are: [F:1][C:2]1[CH:3]=[C:4]([OH:12])[CH:5]=[C:6]([C:8]([F:11])([F:10])[F:9])[CH:7]=1.[CH2:13]([N:15]([CH2:19][CH3:20])[C:16](Cl)=[S:17])[CH3:14]. Given the product [CH2:13]([N:15]([CH2:19][CH3:20])[C:16](=[S:17])[O:12][C:4]1[CH:5]=[C:6]([C:8]([F:10])([F:11])[F:9])[CH:7]=[C:2]([F:1])[CH:3]=1)[CH3:14], predict the reactants needed to synthesize it. (6) Given the product [C:1]1([S:7]([C:10]2[CH:11]=[C:12]3[C:17](=[CH:18][CH:19]=2)[C:16]([CH2:20][NH2:21])=[CH:15][CH:14]=[CH:13]3)(=[O:9])=[O:8])[CH:2]=[CH:3][CH:4]=[CH:5][CH:6]=1, predict the reactants needed to synthesize it. The reactants are: [C:1]1([S:7]([C:10]2[CH:11]=[C:12]3[C:17](=[CH:18][CH:19]=2)[C:16]([C:20]#[N:21])=[CH:15][CH:14]=[CH:13]3)(=[O:9])=[O:8])[CH:6]=[CH:5][CH:4]=[CH:3][CH:2]=1. (7) Given the product [F:37][C:34]1[CH:35]=[CH:36][C:31]([C:29]2[O:9][N:10]=[C:11]([CH2:12][CH2:13][NH:14][C:15](=[O:28])[C:16]3[CH:21]=[C:20]([CH3:22])[CH:19]=[CH:18][C:17]=3[N:23]3[N:24]=[CH:25][CH:26]=[N:27]3)[CH:30]=2)=[N:32][CH:33]=1, predict the reactants needed to synthesize it. The reactants are: ClN1C(=O)CCC1=O.[OH:9]/[N:10]=[CH:11]/[CH2:12][CH2:13][NH:14][C:15](=[O:28])[C:16]1[CH:21]=[C:20]([CH3:22])[CH:19]=[CH:18][C:17]=1[N:23]1[N:27]=[CH:26][CH:25]=[N:24]1.[C:29]([C:31]1[CH:36]=[CH:35][C:34]([F:37])=[CH:33][N:32]=1)#[CH:30].CCN(CC)CC.